From a dataset of Forward reaction prediction with 1.9M reactions from USPTO patents (1976-2016). Predict the product of the given reaction. (1) Given the reactants [Li+].C[Si]([N-:6][Si](C)(C)C)(C)C.C(Cl)(Cl)Cl.P(C(C)(C)C)(C(C)(C)C)C(C)(C)C.[H+].[B-](F)(F)(F)F.Br[C:35]1[CH:40]=[CH:39][C:38]([C:41]2[CH2:42][CH2:43][CH2:44][N:45]=2)=[CH:37][CH:36]=1, predict the reaction product. The product is: [N:45]1[CH2:44][CH2:43][CH2:42][C:41]=1[C:38]1[CH:39]=[CH:40][C:35]([NH2:6])=[CH:36][CH:37]=1. (2) Given the reactants [NH2:1][C:2]1[CH:6]=[C:5]([Br:7])[S:4][C:3]=1[C:8]([NH2:10])=[O:9].Cl.[N:12]1[CH:17]=[CH:16][CH:15]=[CH:14][C:13]=1[C:18](Cl)=O.C(=O)([O-])O.[Na+], predict the reaction product. The product is: [Br:7][C:5]1[S:4][C:3]2[C:8](=[O:9])[NH:10][C:18]([C:13]3[CH:14]=[CH:15][CH:16]=[CH:17][N:12]=3)=[N:1][C:2]=2[CH:6]=1.